This data is from Full USPTO retrosynthesis dataset with 1.9M reactions from patents (1976-2016). The task is: Predict the reactants needed to synthesize the given product. (1) Given the product [CH:8]([O:11][C:12]1[CH:17]=[C:16]([O:18][CH:19]([CH3:21])[CH3:20])[CH:15]=[C:14]2[C:13]=1[C:23](=[O:27])[C:24](=[O:25])[NH:22]2)([CH3:10])[CH3:9], predict the reactants needed to synthesize it. The reactants are: FC(F)(F)C(O)=O.[CH:8]([O:11][C:12]1[CH:13]=[C:14]([NH2:22])[CH:15]=[C:16]([O:18][CH:19]([CH3:21])[CH3:20])[CH:17]=1)([CH3:10])[CH3:9].[C:23](Cl)(=[O:27])[C:24](Cl)=[O:25]. (2) Given the product [C:1]([O:5][C:6](=[O:43])[N:7]([C@H:9]([C:11](=[O:42])[NH:12][C@@H:13]1[C:19](=[O:20])[N:18]([CH2:21][C:22]2[C:31]3[C:26](=[CH:27][C:28]([C:32]4[N:33]=[N:34][CH:44]=[CH:45][N:35]=4)=[CH:29][CH:30]=3)[CH:25]=[CH:24][C:23]=2[O:36][CH3:37])[C:17]2[CH:38]=[CH:39][CH:40]=[CH:41][C:16]=2[CH2:15][CH2:14]1)[CH3:10])[CH3:8])([CH3:2])([CH3:3])[CH3:4], predict the reactants needed to synthesize it. The reactants are: [C:1]([O:5][C:6](=[O:43])[N:7]([C@H:9]([C:11](=[O:42])[NH:12][C@@H:13]1[C:19](=[O:20])[N:18]([CH2:21][C:22]2[C:31]3[C:26](=[CH:27][C:28]([C:32](=[NH:35])[NH:33][NH2:34])=[CH:29][CH:30]=3)[CH:25]=[CH:24][C:23]=2[O:36][CH3:37])[C:17]2[CH:38]=[CH:39][CH:40]=[CH:41][C:16]=2[CH2:15][CH2:14]1)[CH3:10])[CH3:8])([CH3:4])([CH3:3])[CH3:2].[CH:44]1(O)OC2OC(O)C(O)OC2O[CH:45]1O.CC(O)=O. (3) Given the product [F:47][C:48]1[CH:53]=[CH:52][C:51]([C:2]2[C:10]3[C:5](=[CH:6][CH:7]=[C:8]([C:11]#[N:12])[CH:9]=3)[NH:4][N:3]=2)=[CH:50][CH:49]=1, predict the reactants needed to synthesize it. The reactants are: Br[C:2]1[C:10]2[C:5](=[CH:6][CH:7]=[C:8]([C:11]#[N:12])[CH:9]=2)[N:4](C(OC(C)(C)C)=O)[N:3]=1.C1(P(C2CCCCC2)C2C=CC=CC=2C2C=CC=CC=2)CCCCC1.[F-].[K+].[F:47][C:48]1[CH:53]=[CH:52][C:51](B(O)O)=[CH:50][CH:49]=1.